From a dataset of HIV replication inhibition screening data with 41,000+ compounds from the AIDS Antiviral Screen. Binary Classification. Given a drug SMILES string, predict its activity (active/inactive) in a high-throughput screening assay against a specified biological target. (1) The drug is CN1C2CC(C#N)C1C=CC2=O. The result is 0 (inactive). (2) The compound is CC[N+]12CN3CN(CN(C3)C1)C2. The result is 0 (inactive).